This data is from Antibody developability classification from SAbDab with 2,409 antibodies. The task is: Regression/Classification. Given an antibody's heavy chain and light chain sequences, predict its developability. TAP uses regression for 5 developability metrics; SAbDab uses binary classification. (1) The antibody is ['QVQLRESGPGLVKPSETLSLSCTVSQDSRPSDHSWTWVRQSPGKALEWIGDIHYNGATTYNPSLRSRVRIELDQSIPRFSLKMTSMTAADTGMYYCARNAIRIYGVVALGEWFHYGMDVWGQGTAVTVSS', 'SSELTQPPSVSVSPGQTARITCSGAPLTSRFTYWYRQKPGQAPVLIISRSSQRSSGWSGRFSASWSGTTVTLTIRGVQADDEADYYCQSSDTSDSYKMFGGGTKLTVL']. Result: 0 (not developable). (2) The antibody is ['EVQLVQSGAEVKKPGESLKISCQSFGYIFIDHTIHWMRQMPGQGLEWMGAISPRHDITKYNEMFRGQVTISADKSSSTAYLQWSSLKASDTAMYFCARGGFYGSTIWFDFWGQGTMVTVSS', 'ETTVTQSPSFLSASVGDRVTITCITTTDIDDDMNWFQQEPGKAPKLLISEGNILRPGVPSRFSSSGYGTDFTLTISKLQPEDFATYYCLQSDNLPFTFGQGTKLEIK']. Result: 0 (not developable). (3) The antibody is ['EVQLQESGPGLVKPSETLSLTCTVSGGSISSYYWSWIRQPPGKGLEWIGYIYYSGSTNYNPSLKSRVTISVDTSKNQFSLKLSSVTAADTAVYYCARTLHGRRIYGIVAFKEWFTYYYMDVWGKGTTVTVSS', 'SYVLTQPPSVSVAPGQTARITCGGNNIGSKSVHWYQQKPGQAPVLVVYDDSDRPSGIPERFSGSNSGNTATLTISRVEAGDEADYYCQVWDSRGPTNWVFGGGTKLTVL']. Result: 0 (not developable).